From a dataset of Reaction yield outcomes from USPTO patents with 853,638 reactions. Predict the reaction yield, written as a fraction of the theoretical maximum amount of product (1.0 means a 100% yield; for example, 0.34 means a 34% yield). The reactants are [CH3:1][O-].[Na+].Cl[CH2:5][CH2:6][CH2:7][C:8]([NH:10][C:11]1[CH:16]=[C:15]([O:17][C:18]2[C:19]([NH2:25])=[N:20][C:21](N)=[N:22][CH:23]=2)[C:14]([CH:26]([CH3:28])[CH3:27])=[CH:13][C:12]=1[O:29][CH3:30])=[O:9]. The catalyst is CO. The product is [NH2:25][C:19]1[C:18]([O:17][C:15]2[C:14]([CH:26]([CH3:28])[CH3:27])=[CH:13][C:12]([O:29][CH3:30])=[C:11]([N:10]3[CH2:5][CH2:6][CH2:7][C:8]3=[O:9])[CH:16]=2)=[CH:23][N:22]=[C:21]([CH3:1])[N:20]=1. The yield is 0.470.